From a dataset of Full USPTO retrosynthesis dataset with 1.9M reactions from patents (1976-2016). Predict the reactants needed to synthesize the given product. Given the product [CH3:1][N:2]1[C:11]2[C:6](=[CH:7][CH:8]=[CH:9][CH:10]=2)[CH:5]=[C:4]([CH2:12][NH:29][CH2:28][CH:27]([C:21]2[CH:26]=[CH:25][CH:24]=[CH:23][CH:22]=2)[CH:30]2[CH2:31][CH2:32][O:33][CH2:34][CH2:35]2)[C:3]1=[O:14], predict the reactants needed to synthesize it. The reactants are: [CH3:1][N:2]1[C:11]2[C:6](=[CH:7][CH:8]=[CH:9][CH:10]=2)[CH:5]=[C:4]([CH:12]=O)[C:3]1=[O:14].C([O-])(=O)C.[Na+].[Cl-].[C:21]1([CH:27]([CH:30]2[CH2:35][CH2:34][O:33][CH2:32][CH2:31]2)[CH2:28][NH3+:29])[CH:26]=[CH:25][CH:24]=[CH:23][CH:22]=1.C(O)(=O)C.C(O[BH-](OC(=O)C)OC(=O)C)(=O)C.[Na+].